Dataset: Reaction yield outcomes from USPTO patents with 853,638 reactions. Task: Predict the reaction yield, written as a fraction of the theoretical maximum amount of product (1.0 means a 100% yield; for example, 0.34 means a 34% yield). (1) The reactants are [CH3:1][C:2]1[CH:7]=[C:6]([CH3:8])[CH:5]=[C:4]([CH3:9])[C:3]=1[N:10]=[C:11]=[O:12].[NH2:13][C:14]1[CH:19]=[C:18]([F:20])[CH:17]=[CH:16][C:15]=1[C:21]([NH:23][C@@H:24]([CH:29]1[CH2:34][CH2:33][CH2:32][CH2:31][CH2:30]1)[C:25]([O:27][CH3:28])=[O:26])=[O:22].CCCCCC.C(OCC)(=O)C. The catalyst is N1C=CC=CC=1. The product is [CH:29]1([C@H:24]([NH:23][C:21]([C:15]2[CH:16]=[CH:17][C:18]([F:20])=[CH:19][C:14]=2[NH:13][C:11]([NH:10][C:3]2[C:2]([CH3:1])=[CH:7][C:6]([CH3:8])=[CH:5][C:4]=2[CH3:9])=[O:12])=[O:22])[C:25]([O:27][CH3:28])=[O:26])[CH2:34][CH2:33][CH2:32][CH2:31][CH2:30]1. The yield is 0.890. (2) The reactants are [CH2:1]([C:5]1[CH:10]=[C:9]([C:11]([NH2:13])=O)[CH:8]=[CH:7][N:6]=1)[CH:2]([CH3:4])[CH3:3].P12(SP3(SP(SP(S3)(S1)=S)(=S)S2)=S)=[S:15]. The catalyst is N1C=CC=CC=1. The product is [CH2:1]([C:5]1[CH:10]=[C:9]([C:11](=[S:15])[NH2:13])[CH:8]=[CH:7][N:6]=1)[CH:2]([CH3:4])[CH3:3]. The yield is 0.544. (3) The reactants are [CH3:1][CH:2]([N:4]1[C:12](/[CH:13]=[CH:14]/[C@H:15]([OH:24])[CH2:16][C@H:17]([OH:23])[CH2:18][C:19]([O:21]C)=[O:20])=[C:11]([C:25]2[CH:30]=[CH:29][C:28]([F:31])=[CH:27][CH:26]=2)[C:10]2[C:5]1=[CH:6][CH:7]=[CH:8][CH:9]=2)[CH3:3].[OH-].[Na+:33].C(#N)C. The catalyst is CO. The product is [CH3:3][CH:2]([N:4]1[C:12](/[CH:13]=[CH:14]/[CH:15]([OH:24])[CH2:16][CH:17]([OH:23])[CH2:18][C:19]([O-:21])=[O:20])=[C:11]([C:25]2[CH:26]=[CH:27][C:28]([F:31])=[CH:29][CH:30]=2)[C:10]2[CH:9]=[CH:8][CH:7]=[CH:6][C:5]1=2)[CH3:1].[Na+:33]. The yield is 0.607. (4) The reactants are [F:1][C:2]1([F:47])[CH2:7][CH2:6][CH:5]([C:8]2[C:17]3[CH:16]([OH:18])[CH2:15][C:14]([CH3:20])([CH3:19])[CH2:13][C:12]=3[N:11]=[C:10]([CH:21]3[CH2:26][CH2:25][N:24]([C:27]4[N:32]=[CH:31][C:30](C=O)=[CH:29][N:28]=4)[CH2:23][CH2:22]3)[C:9]=2[CH:35]([F:46])[C:36]2[CH:41]=[CH:40][C:39]([C:42]([F:45])([F:44])[F:43])=[CH:38][CH:37]=2)[CH2:4][CH2:3]1.[C:48]([OH:51])(=O)[CH3:49].[CH3:52][NH:53][CH2:54]CO.C(O[BH-](OC(=O)C)OC(=O)C)(=O)C.[Na+].C(=O)([O-])O.[Na+]. The catalyst is O1CCCC1. The product is [F:1][C:2]1([F:47])[CH2:3][CH2:4][CH:5]([C:8]2[C:17]3[CH:16]([OH:18])[CH2:15][C:14]([CH3:20])([CH3:19])[CH2:13][C:12]=3[N:11]=[C:10]([CH:21]3[CH2:26][CH2:25][N:24]([C:27]4[N:32]=[CH:31][C:30]([CH2:52][N:53]([CH2:49][CH2:48][OH:51])[CH3:54])=[CH:29][N:28]=4)[CH2:23][CH2:22]3)[C:9]=2[CH:35]([F:46])[C:36]2[CH:41]=[CH:40][C:39]([C:42]([F:45])([F:43])[F:44])=[CH:38][CH:37]=2)[CH2:6][CH2:7]1. The yield is 0.890. (5) The reactants are [Cl:1][C:2]1[C:11]2[N:10]([CH3:12])[O:9][C@H:8]3[NH:13][C@H:14]([C:16]([O:18][C@@H:19]4[C@:28]5([OH:29])[C@@H:23]([C@H:24]([CH:31]([CH3:34])[CH2:32][OH:33])[CH2:25][CH2:26][C@H:27]5[CH3:30])[CH:22]=[C:21]([CH3:35])[C@H:20]4[O:36][C:37](=[O:39])[CH3:38])=[O:17])[CH2:15][C@@:7]3([OH:40])[C:6]=2[CH:5]=[CH:4][CH:3]=1.[C:41](N1C=CN=C1)([N:43]1[CH:47]=[CH:46][N:45]=[CH:44]1)=[O:42]. The catalyst is ClCCl.O. The product is [Cl:1][C:2]1[C:11]2[N:10]([CH3:12])[O:9][C@H:8]3[NH:13][C@H:14]([C:16]([O:18][C@@H:19]4[C@:28]5([OH:29])[C@@H:23]([C@H:24]([CH:31]([CH3:34])[CH2:32][O:33][C:41]([N:43]6[CH:47]=[CH:46][N:45]=[CH:44]6)=[O:42])[CH2:25][CH2:26][C@H:27]5[CH3:30])[CH:22]=[C:21]([CH3:35])[C@H:20]4[O:36][C:37](=[O:39])[CH3:38])=[O:17])[CH2:15][C@@:7]3([OH:40])[C:6]=2[CH:5]=[CH:4][CH:3]=1. The yield is 0.460. (6) The reactants are [CH2:1]([N:8]1[C:16]2[C:11](=[CH:12][CH:13]=[CH:14][CH:15]=2)[C:10]([C:17]2[O:18][C:19]([C:22]3[CH:23]=[C:24]4[C:29](=[CH:30][CH:31]=3)[CH:28]=[C:27]([O:32][CH:33]([CH2:38][C:39]3[CH:44]=[CH:43][CH:42]=[CH:41][CH:40]=3)[C:34]([O:36]C)=[O:35])[CH:26]=[CH:25]4)=[CH:20][N:21]=2)=[CH:9]1)[C:2]1[CH:7]=[CH:6][CH:5]=[CH:4][CH:3]=1.[OH-].[Na+].Cl. The catalyst is C1COCC1. The product is [CH2:1]([N:8]1[C:16]2[C:11](=[CH:12][CH:13]=[CH:14][CH:15]=2)[C:10]([C:17]2[O:18][C:19]([C:22]3[CH:23]=[C:24]4[C:29](=[CH:30][CH:31]=3)[CH:28]=[C:27]([O:32][CH:33]([CH2:38][C:39]3[CH:44]=[CH:43][CH:42]=[CH:41][CH:40]=3)[C:34]([OH:36])=[O:35])[CH:26]=[CH:25]4)=[CH:20][N:21]=2)=[CH:9]1)[C:2]1[CH:3]=[CH:4][CH:5]=[CH:6][CH:7]=1. The yield is 0.900.